Dataset: Reaction yield outcomes from USPTO patents with 853,638 reactions. Task: Predict the reaction yield, written as a fraction of the theoretical maximum amount of product (1.0 means a 100% yield; for example, 0.34 means a 34% yield). (1) The reactants are [OH:1][C:2]1[C:3]([C:18]([NH:20][CH2:21][C:22]([O:24]CC)=[O:23])=[O:19])=[C:4]2[C:9](=[CH:10][C:11]=1[C:12]1[S:13][CH:14]=[C:15]([CH3:17])[N:16]=1)[N:8]=[CH:7][CH:6]=[N:5]2.[OH-].[Na+]. The catalyst is C(O)C. The product is [OH:1][C:2]1[C:3]([C:18]([NH:20][CH2:21][C:22]([OH:24])=[O:23])=[O:19])=[C:4]2[C:9](=[CH:10][C:11]=1[C:12]1[S:13][CH:14]=[C:15]([CH3:17])[N:16]=1)[N:8]=[CH:7][CH:6]=[N:5]2. The yield is 0.541. (2) The reactants are [NH2:1][C:2]1[C:3]([Cl:9])=[N:4][CH:5]=[C:6]([Br:8])[CH:7]=1.N1C=CC=CC=1.[C:16]1([S:22](Cl)(=[O:24])=[O:23])[CH:21]=[CH:20][CH:19]=[CH:18][CH:17]=1. The catalyst is C(Cl)Cl. The product is [Br:8][C:6]1[CH:7]=[C:2]([NH:1][S:22]([C:16]2[CH:21]=[CH:20][CH:19]=[CH:18][CH:17]=2)(=[O:24])=[O:23])[C:3]([Cl:9])=[N:4][CH:5]=1. The yield is 0.340. (3) The reactants are C(OC([N:8]1[CH2:13][CH2:12][N:11]([C:14]2[C:23]([O:24][CH3:25])=[C:22]3[C:17]([C:18](=[O:53])[C:19]([C:29]([O:31][CH2:32][CH2:33][CH2:34][CH2:35][CH:36]([P:45]([O:50]CC)([O:47]CC)=[O:46])[P:37]([O:42]CC)([O:39]CC)=[O:38])=[O:30])=[CH:20][N:21]3[CH:26]3[CH2:28][CH2:27]3)=[CH:16][C:15]=2[F:54])[CH2:10][CH:9]1[CH3:55])=O)(C)(C)C.Br[Si](C)(C)C. The catalyst is C(Cl)Cl. The product is [CH3:55][CH:9]1[NH:8][CH2:13][CH2:12][N:11]([C:14]2[C:23]([O:24][CH3:25])=[C:22]3[C:17]([C:18](=[O:53])[C:19]([C:29]([O:31][CH2:32][CH2:33][CH2:34][CH2:35][CH:36]([P:45]([OH:47])([OH:50])=[O:46])[P:37]([OH:39])([OH:42])=[O:38])=[O:30])=[CH:20][N:21]3[CH:26]3[CH2:28][CH2:27]3)=[CH:16][C:15]=2[F:54])[CH2:10]1. The yield is 0.500. (4) The reactants are [C:1]([O:5][C:6]([N:8]1[CH2:11][CH2:10][C@H:9]1[CH2:12][O:13][C:14]1[CH:15]=[N:16][CH:17]=[C:18](Br)[CH:19]=1)=[O:7])([CH3:4])([CH3:3])[CH3:2].[CH3:21][N:22]1[C:31]2[C:26](=[CH:27][C:28](B3OC(C)(C)C(C)(C)O3)=[CH:29][CH:30]=2)[CH2:25][CH2:24][C:23]1=[O:41].CN(C=O)C.C([O-])([O-])=O.[Na+].[Na+]. The catalyst is CCOC(C)=O.C1C=CC(P(C2C=CC=CC=2)C2C=CC=CC=2)=CC=1.C1C=CC(P(C2C=CC=CC=2)C2C=CC=CC=2)=CC=1.Cl[Pd]Cl. The product is [C:1]([O:5][C:6]([N:8]1[CH2:11][CH2:10][C@H:9]1[CH2:12][O:13][C:14]1[CH:15]=[N:16][CH:17]=[C:18]([C:28]2[CH:27]=[C:26]3[C:31](=[CH:30][CH:29]=2)[N:22]([CH3:21])[C:23](=[O:41])[CH2:24][CH2:25]3)[CH:19]=1)=[O:7])([CH3:4])([CH3:3])[CH3:2]. The yield is 0.860. (5) The reactants are [H-].[Na+].[NH:3]1[CH2:8][CH2:7][O:6][CH2:5][C:4]1=[O:9].[CH2:10](Cl)[C:11]1[CH:16]=[CH:15][CH:14]=[CH:13][CH:12]=1.Cl. The catalyst is CN(C=O)C. The product is [CH2:10]([N:3]1[CH2:8][CH2:7][O:6][CH2:5][C:4]1=[O:9])[C:11]1[CH:16]=[CH:15][CH:14]=[CH:13][CH:12]=1. The yield is 0.750. (6) The reactants are Br[C:2]1[C:3]([C:27]([CH3:30])([CH3:29])[CH3:28])=[N:4][N:5]2[C:10]([C:11]3[CH:16]=[CH:15][C:14]([CH3:17])=[CH:13][CH:12]=3)=[C:9]([CH:18]([CH2:23][CH2:24][CH3:25])[C:19]([O:21][CH3:22])=[O:20])[C:8]([CH3:26])=[N:7][C:6]=12.[C:31]1(B(O)O)[CH:36]=[CH:35][CH:34]=[CH:33][CH:32]=1.C(N(C(C)C)CC)(C)C. The catalyst is COCCOC.O. The product is [C:27]([C:3]1[C:2]([C:31]2[CH:36]=[CH:35][CH:34]=[CH:33][CH:32]=2)=[C:6]2[N:7]=[C:8]([CH3:26])[C:9]([CH:18]([CH2:23][CH2:24][CH3:25])[C:19]([O:21][CH3:22])=[O:20])=[C:10]([C:11]3[CH:12]=[CH:13][C:14]([CH3:17])=[CH:15][CH:16]=3)[N:5]2[N:4]=1)([CH3:30])([CH3:29])[CH3:28]. The yield is 0.730. (7) The reactants are Cl[CH2:2][CH2:3][CH2:4][N:5]1[C:10]2[CH:11]=[CH:12][CH:13]=[C:14]([F:15])[C:9]=2[O:8][CH2:7][C:6]1=[O:16].C([O-])([O-])=O.[K+].[K+].[Na+].[I-].[CH2:25]([CH:29]1[CH2:34][CH2:33][NH:32][CH2:31][CH2:30]1)[CH2:26][CH2:27][CH3:28]. The catalyst is C(Cl)Cl.CO. The product is [CH2:25]([CH:29]1[CH2:34][CH2:33][N:32]([CH2:2][CH2:3][CH2:4][N:5]2[C:10]3[CH:11]=[CH:12][CH:13]=[C:14]([F:15])[C:9]=3[O:8][CH2:7][C:6]2=[O:16])[CH2:31][CH2:30]1)[CH2:26][CH2:27][CH3:28]. The yield is 0.800.